Task: Binary Classification. Given a T-cell receptor sequence (or CDR3 region) and an epitope sequence, predict whether binding occurs between them.. Dataset: TCR-epitope binding with 47,182 pairs between 192 epitopes and 23,139 TCRs (1) The epitope is SSNVANYQK. The TCR CDR3 sequence is CASSDPDSYNEQFF. Result: 1 (the TCR binds to the epitope). (2) The epitope is NEGVKAAW. The TCR CDR3 sequence is CASSVFGEQYF. Result: 1 (the TCR binds to the epitope). (3) The epitope is LQPFPQPELPYPQPQ. The TCR CDR3 sequence is CTSSSLNTQYF. Result: 1 (the TCR binds to the epitope). (4) The epitope is ISPRTLNAW. The TCR CDR3 sequence is CASSIQGLRATNEKLFF. Result: 1 (the TCR binds to the epitope). (5) The epitope is FLPRVFSAV. The TCR CDR3 sequence is CASSLAGVYEQYF. Result: 1 (the TCR binds to the epitope). (6) The epitope is AYAQKIFKI. The TCR CDR3 sequence is CASSERVAGGSTGELFF. Result: 0 (the TCR does not bind to the epitope). (7) The epitope is QECVRGTTVL. The TCR CDR3 sequence is CSGRDRSYEQYF. Result: 0 (the TCR does not bind to the epitope). (8) The epitope is KAYNVTQAF. The TCR CDR3 sequence is CASSPAVMIGETQYF. Result: 1 (the TCR binds to the epitope). (9) The epitope is ALSKGVHFV. The TCR CDR3 sequence is CASSQVQDIVDTQYF. Result: 1 (the TCR binds to the epitope). (10) The epitope is VLWAHGFEL. The TCR CDR3 sequence is CASSLSTGTEGEQYF. Result: 1 (the TCR binds to the epitope).